This data is from Full USPTO retrosynthesis dataset with 1.9M reactions from patents (1976-2016). The task is: Predict the reactants needed to synthesize the given product. (1) Given the product [N+:19]([C:16]1[CH:17]=[CH:18][C:13]([N:1]2[CH:5]=[CH:4][CH:3]=[C:2]2[C:6]([O:8][CH3:9])=[O:7])=[CH:14][CH:15]=1)([O-:21])=[O:20], predict the reactants needed to synthesize it. The reactants are: [NH:1]1[CH:5]=[CH:4][CH:3]=[C:2]1[C:6]([O:8][CH3:9])=[O:7].[H-].[Na+].F[C:13]1[CH:18]=[CH:17][C:16]([N+:19]([O-:21])=[O:20])=[CH:15][CH:14]=1.O. (2) Given the product [N+:16]([C:4]1[CH:3]=[C:2]([C:20]2[S:19][CH:23]=[CH:22][CH:21]=2)[CH:7]=[CH:6][C:5]=1[NH:8][C:9](=[O:15])[O:10][C:11]([CH3:14])([CH3:13])[CH3:12])([O-:18])=[O:17], predict the reactants needed to synthesize it. The reactants are: Br[C:2]1[CH:7]=[CH:6][C:5]([NH:8][C:9](=[O:15])[O:10][C:11]([CH3:14])([CH3:13])[CH3:12])=[C:4]([N+:16]([O-:18])=[O:17])[CH:3]=1.[S:19]1[CH:23]=[CH:22][CH:21]=[C:20]1B(O)O.C(=O)([O-])[O-].[K+].[K+].C1(C)C=CC=CC=1P(C1C=CC=CC=1C)C1C=CC=CC=1C. (3) Given the product [Cl:8][C:6]1[CH:5]=[N:4][C:3]2[NH:9][C:10]3[CH2:15][CH2:14][CH2:13][C:12](=[O:16])[C:11]=3[C:2]=2[CH:7]=1, predict the reactants needed to synthesize it. The reactants are: Br[C:2]1[C:3]([NH:9][C:10]2[CH2:15][CH2:14][CH2:13][C:12](=[O:16])[CH:11]=2)=[N:4][CH:5]=[C:6]([Cl:8])[CH:7]=1.C(=O)([O-])[O-].[Cs+].[Cs+].C1(C)C=CC=CC=1.Cl. (4) Given the product [CH3:1][O:2][C:3]1[CH:4]=[C:5]2[C:10](=[CH:11][C:12]=1[O:13][CH3:14])[C:9]([C:15]#[N:16])=[CH:8][CH:7]=[CH:6]2, predict the reactants needed to synthesize it. The reactants are: [CH3:1][O:2][C:3]1[CH:4]=[C:5]2[C:10](=[CH:11][C:12]=1[O:13][CH3:14])[C:9]([C:15]#[N:16])=[CH:8][CH2:7][CH2:6]2.C(C1C(=O)C(Cl)=C(Cl)C(=O)C=1C#N)#N.C(OCC)(=O)C. (5) Given the product [Cl:1][C:2]1[N:7]=[CH:6][C:5]([S:8]([NH:22][CH:19]2[CH2:21][CH2:20]2)(=[O:10])=[O:9])=[CH:4][CH:3]=1, predict the reactants needed to synthesize it. The reactants are: [Cl:1][C:2]1[N:7]=[CH:6][C:5]([S:8](Cl)(=[O:10])=[O:9])=[CH:4][CH:3]=1.C(N(CC)CC)C.[CH:19]1([NH2:22])[CH2:21][CH2:20]1.CN(C1C=CC=CN=1)C. (6) The reactants are: O.O.[Sn](Cl)Cl.[CH3:6][O:7][C:8]1[CH:33]=[CH:32][C:11]([CH2:12][NH:13][C:14]2[C:19]([N+:20]([O-])=O)=[CH:18][N:17]=[C:16]([NH:23][C:24]3[N:25]=[CH:26][C:27]([C:30]#[N:31])=[N:28][CH:29]=3)[CH:15]=2)=[CH:10][CH:9]=1. Given the product [CH3:6][O:7][C:8]1[CH:9]=[CH:10][C:11]([CH2:12][NH:13][C:14]2[C:19]([NH2:20])=[CH:18][N:17]=[C:16]([NH:23][C:24]3[N:25]=[CH:26][C:27]([C:30]#[N:31])=[N:28][CH:29]=3)[CH:15]=2)=[CH:32][CH:33]=1, predict the reactants needed to synthesize it.